Dataset: Full USPTO retrosynthesis dataset with 1.9M reactions from patents (1976-2016). Task: Predict the reactants needed to synthesize the given product. (1) Given the product [CH3:1][C:2]1([CH3:16])[CH2:11][C:10]2[N:9]=[C:8]([S:12][CH2:18][CH2:19][CH3:20])[C:7]([C:13]#[N:14])=[CH:6][C:5]=2[C:4](=[O:15])[CH2:3]1, predict the reactants needed to synthesize it. The reactants are: [CH3:1][C:2]1([CH3:16])[CH2:11][C:10]2[NH:9][C:8](=[S:12])[C:7]([C:13]#[N:14])=[CH:6][C:5]=2[C:4](=[O:15])[CH2:3]1.Br[CH2:18][CH2:19][CH3:20]. (2) Given the product [NH2:7][C:8]1[CH:13]=[C:12]([NH:14][C:15]([NH2:17])=[O:16])[CH:11]=[CH:10][C:9]=1[O:18][CH3:19], predict the reactants needed to synthesize it. The reactants are: C(OC(=O)[NH:7][C:8]1[CH:13]=[C:12]([NH:14][C:15]([NH2:17])=[O:16])[CH:11]=[CH:10][C:9]=1[O:18][CH3:19])(C)(C)C.